This data is from Full USPTO retrosynthesis dataset with 1.9M reactions from patents (1976-2016). The task is: Predict the reactants needed to synthesize the given product. (1) Given the product [ClH:16].[CH3:18][O:12][C:11](=[O:13])[C@H:2]([CH2:3][C:4]1[CH:5]=[CH:6][C:7]([OH:10])=[CH:8][CH:9]=1)[NH2:1], predict the reactants needed to synthesize it. The reactants are: [NH2:1][C@H:2]([C:11]([OH:13])=[O:12])[CH2:3][C:4]1[CH:9]=[CH:8][C:7]([OH:10])=[CH:6][CH:5]=1.S(Cl)([Cl:16])=O.[CH3:18]O. (2) Given the product [I:11][C:8]1[CH:7]=[C:3]2[C:2](=[CH:10][CH:9]=1)[N:1]=[CH:16][NH:17][C:4]2=[O:5], predict the reactants needed to synthesize it. The reactants are: [NH2:1][C:2]1[CH:10]=[CH:9][C:8]([I:11])=[CH:7][C:3]=1[C:4](O)=[O:5].C(O)(=O)C.[CH:16](N)=[NH:17]. (3) Given the product [Cl:1][C:2]1[N:3]=[CH:4][C:5]2[CH:19]=[C:20]([CH:21]([O:22][CH2:23][CH3:24])[O:25][CH2:26][CH3:27])[N:8]([CH2:9][CH2:10][NH:11][C:12](=[O:18])[O:13][C:14]([CH3:16])([CH3:17])[CH3:15])[C:6]=2[N:7]=1, predict the reactants needed to synthesize it. The reactants are: [Cl:1][C:2]1[N:7]=[C:6]([NH:8][CH2:9][CH2:10][NH:11][C:12](=[O:18])[O:13][C:14]([CH3:17])([CH3:16])[CH3:15])[C:5]([C:19]#[C:20][CH:21]([O:25][CH2:26][CH3:27])[O:22][CH2:23][CH3:24])=[CH:4][N:3]=1.CCCC[N+](CCCC)(CCCC)CCCC.[F-]. (4) Given the product [CH3:23][C:22]1[N:2]([S:1]([C:5]2[CH:6]=[C:7]([CH:11]=[C:12]([C:14]([F:16])([F:15])[F:17])[CH:13]=2)[C:8]([OH:10])=[O:9])(=[O:3])=[O:4])[C:19]([CH3:18])=[CH:20][CH:21]=1, predict the reactants needed to synthesize it. The reactants are: [S:1]([C:5]1[CH:6]=[C:7]([CH:11]=[C:12]([C:14]([F:17])([F:16])[F:15])[CH:13]=1)[C:8]([OH:10])=[O:9])(=[O:4])(=[O:3])[NH2:2].[CH3:18][C:19](=O)[CH2:20][CH2:21][C:22](=O)[CH3:23].O.C1(C)C=CC(S(O)(=O)=O)=CC=1. (5) The reactants are: C1(P(C2C=CC=CC=2)C2C=CC=CC=2)C=CC=CC=1.Br[C:21]1[C:33]2[CH2:32][C:31]3[C:26](=[CH:27][CH:28]=[CH:29][CH:30]=3)[C:25]=2[CH:24]=[CH:23][CH:22]=1.[CH:34]([C:36]1[N:37]([C:56]2[N:57]=[C:58]([NH2:64])[NH:59][C:60](=[O:63])[C:61]=2[N:62]=1)[C@@H:38]1[O:55][C@H:49]([CH2:50][O:51][C:52](=[O:54])[CH3:53])[C@@H:44]([O:45][C:46](=[O:48])[CH3:47])[C@H:39]1[O:40][C:41](=[O:43])[CH3:42])=[CH2:35]. Given the product [C:21]1([CH:35]=[CH:34][C:36]2[N:37]([C:56]3[N:57]=[C:58]([NH2:64])[NH:59][C:60](=[O:63])[C:61]=3[N:62]=2)[C@@H:38]2[O:55][C@H:49]([CH2:50][O:51][C:52](=[O:54])[CH3:53])[C@@H:44]([O:45][C:46](=[O:48])[CH3:47])[C@H:39]2[O:40][C:41](=[O:43])[CH3:42])[C:33]2[CH2:32][C:31]3[C:26](=[CH:27][CH:28]=[CH:29][CH:30]=3)[C:25]=2[CH:24]=[CH:23][CH:22]=1, predict the reactants needed to synthesize it. (6) Given the product [OH:23][C:7]1[CH:8]=[CH:3][C:4]([CH:15]2[CH2:20][CH2:19][NH:18][CH2:17][CH2:16]2)=[CH:5][C:6]=1[NH:9][C:10](=[O:14])[CH:11]([CH3:13])[CH3:12], predict the reactants needed to synthesize it. The reactants are: CO[C:3]1[CH:8]=[CH:7][C:6]([NH:9][C:10](=[O:14])[CH:11]([CH3:13])[CH3:12])=[CH:5][C:4]=1[CH:15]1[CH2:20][CH2:19][NH:18][CH2:17][CH2:16]1.CC1(C)C(C)(C)OB(C2CCN(C(OC(C)(C)C)=O)CC=2)[O:23]1.BrC1C=CC(O)=C([N+]([O-])=O)C=1.C(Cl)(=O)C(C)C. (7) Given the product [N+:22]([C:19]1[CH:20]=[CH:21][C:16]([O:1][C@@H:2]2[CH2:3][CH2:4][C@H:5]([C:8]([O:10][CH2:11][CH3:12])=[O:9])[CH2:6][CH2:7]2)=[CH:17][CH:18]=1)([O-:24])=[O:23], predict the reactants needed to synthesize it. The reactants are: [OH:1][CH:2]1[CH2:7][CH2:6][CH:5]([C:8]([O:10][CH2:11][CH3:12])=[O:9])[CH2:4][CH2:3]1.[H-].[Na+].F[C:16]1[CH:21]=[CH:20][C:19]([N+:22]([O-:24])=[O:23])=[CH:18][CH:17]=1.CCCC(C)C. (8) Given the product [ClH:28].[NH2:4][CH2:3][C:2]([NH:12][S:13]([C:16]1[CH:21]=[CH:20][C:19]([O:22][CH2:23][CH2:24][CH2:25][CH2:26][CH3:27])=[CH:18][CH:17]=1)(=[O:15])=[O:14])=[O:1], predict the reactants needed to synthesize it. The reactants are: [O:1]=[C:2]([NH:12][S:13]([C:16]1[CH:21]=[CH:20][C:19]([O:22][CH2:23][CH2:24][CH2:25][CH2:26][CH3:27])=[CH:18][CH:17]=1)(=[O:15])=[O:14])[CH2:3][NH:4]C(=O)OC(C)(C)C.[ClH:28].